Dataset: Reaction yield outcomes from USPTO patents with 853,638 reactions. Task: Predict the reaction yield, written as a fraction of the theoretical maximum amount of product (1.0 means a 100% yield; for example, 0.34 means a 34% yield). (1) The reactants are [F:1][C:2]([F:35])([F:34])[C:3]1[CH:29]=[C:28]([C:30]([F:33])([F:32])[F:31])[CH:27]=[CH:26][C:4]=1[CH2:5][O:6][C:7]1[CH:16]=[CH:15][C:14](/[CH:17]=[C:18]2/[C:19]([NH:24][CH3:25])=[N:20][C:21](=[O:23])[S:22]/2)=[CH:13][C:8]=1[C:9]([O:11]C)=[O:10].[OH-].[Na+]. The catalyst is CO. The product is [F:35][C:2]([F:1])([F:34])[C:3]1[CH:29]=[C:28]([C:30]([F:31])([F:33])[F:32])[CH:27]=[CH:26][C:4]=1[CH2:5][O:6][C:7]1[CH:16]=[CH:15][C:14](/[CH:17]=[C:18]2/[C:19]([NH:24][CH3:25])=[N:20][C:21](=[O:23])[S:22]/2)=[CH:13][C:8]=1[C:9]([OH:11])=[O:10]. The yield is 0.640. (2) The reactants are [Cl:1][C:2]1[CH:3]=[CH:4][C:5]([C:28]([F:31])([F:30])[F:29])=[C:6]([CH:27]=1)[CH2:7][N:8]1[CH2:13][CH2:12][NH:11][C:10]2[N:14]=[CH:15][C:16]([C:18]3[CH:26]=[CH:25][C:21]([C:22](O)=[O:23])=[CH:20][CH:19]=3)=[CH:17][C:9]1=2.[NH:32]1[CH2:37][CH2:36][CH2:35][CH2:34][CH2:33]1. The yield is 0.640. The product is [CH2:35]1[CH2:36][CH2:37][N:32]([C:22]([C:21]2[CH:20]=[CH:19][C:18]([C:16]3[CH:15]=[N:14][C:10]4[NH:11][CH2:12][CH2:13][N:8]([CH2:7][C:6]5[CH:27]=[C:2]([Cl:1])[CH:3]=[CH:4][C:5]=5[C:28]([F:31])([F:30])[F:29])[C:9]=4[CH:17]=3)=[CH:26][CH:25]=2)=[O:23])[CH2:33][CH2:34]1. No catalyst specified.